Dataset: Forward reaction prediction with 1.9M reactions from USPTO patents (1976-2016). Task: Predict the product of the given reaction. (1) The product is: [C:26]1([CH3:36])[CH:31]=[CH:30][C:29]([S:32]([NH:7][C:8]2[CH:25]=[CH:24][C:11]([C:12]([O:14][CH2:15][CH2:16][CH2:17][CH2:18][C:19]([CH3:23])=[C:20]([F:22])[F:21])=[O:13])=[CH:10][N:9]=2)(=[O:34])=[O:33])=[CH:28][CH:27]=1. Given the reactants N1C=CC=CC=1.[NH2:7][C:8]1[CH:25]=[CH:24][C:11]([C:12]([O:14][CH2:15][CH2:16][CH2:17][CH2:18][C:19]([CH3:23])=[C:20]([F:22])[F:21])=[O:13])=[CH:10][N:9]=1.[C:26]1([CH3:36])[CH:31]=[CH:30][C:29]([S:32](Cl)(=[O:34])=[O:33])=[CH:28][CH:27]=1, predict the reaction product. (2) Given the reactants C([O:8][C:9]1[CH:30]=[C:29]([Cl:31])[C:12]([CH2:13][C@@H:14]2[CH2:18][CH2:17][N:16]([CH:19]3[CH2:27][C:26]4[NH:25][N:24]=[CH:23][C:22]=4[CH2:21][CH2:20]3)[C:15]2=[O:28])=[C:11]([Cl:32])[CH:10]=1)C1C=CC=CC=1.CS(O)(=O)=O, predict the reaction product. The product is: [Cl:32][C:11]1[CH:10]=[C:9]([OH:8])[CH:30]=[C:29]([Cl:31])[C:12]=1[CH2:13][C@@H:14]1[CH2:18][CH2:17][N:16]([CH:19]2[CH2:27][C:26]3[NH:25][N:24]=[CH:23][C:22]=3[CH2:21][CH2:20]2)[C:15]1=[O:28]. (3) Given the reactants [CH2:1]([O:8][C:9]1[C:18](=[O:19])[N:17]2[C:12]([C:13]([CH3:21])([CH3:20])[O:14][CH2:15][CH2:16]2)=[N:11][C:10]=1[C:22](O)=[O:23])[C:2]1[CH:7]=[CH:6][CH:5]=[CH:4][CH:3]=1.[NH2:25][CH2:26][C:27]1[CH:32]=[CH:31][C:30]([F:33])=[CH:29][C:28]=1[N:34]1[C@H:38]([CH2:39][O:40][Si:41]([C:44]([CH3:47])([CH3:46])[CH3:45])([CH3:43])[CH3:42])[CH2:37][CH2:36][C:35]1=[O:48], predict the reaction product. The product is: [Si:41]([O:40][CH2:39][C@H:38]1[CH2:37][CH2:36][C:35](=[O:48])[N:34]1[C:28]1[CH:29]=[C:30]([F:33])[CH:31]=[CH:32][C:27]=1[CH2:26][NH:25][C:22]([C:10]1[N:11]=[C:12]2[N:17]([C:18](=[O:19])[C:9]=1[O:8][CH2:1][C:2]1[CH:3]=[CH:4][CH:5]=[CH:6][CH:7]=1)[CH2:16][CH2:15][O:14][C:13]2([CH3:20])[CH3:21])=[O:23])([C:44]([CH3:47])([CH3:46])[CH3:45])([CH3:43])[CH3:42]. (4) The product is: [CH3:11][C:8]1[CH:9]=[CH:10][C:5]([C:3]([OH:4])=[O:2])=[N:6][C:7]=1[S:12]([N:15]1[CH2:16][CH2:17][CH2:18][CH2:19][CH2:20]1)(=[O:14])=[O:13]. Given the reactants C[O:2][C:3]([C:5]1[CH:10]=[CH:9][C:8]([CH3:11])=[C:7]([S:12]([N:15]2[CH2:20][CH2:19][CH2:18][CH2:17][CH2:16]2)(=[O:14])=[O:13])[N:6]=1)=[O:4].O.[OH-].[Li+], predict the reaction product. (5) Given the reactants F[B-](F)(F)F.[C:6]1([CH2:12][CH2:13][C:14]([OH:16])=O)[CH:11]=[CH:10][CH:9]=[CH:8][CH:7]=1.[FH:17].F.F.C(N(CC)CC)C.C(=O)(O)[O-].[Na+], predict the reaction product. The product is: [C:6]1([CH2:12][CH2:13][C:14]([F:17])=[O:16])[CH:11]=[CH:10][CH:9]=[CH:8][CH:7]=1. (6) The product is: [N+:10]([C:7]1[C:8]([OH:9])=[C:3]([OH:2])[CH:4]=[C:5]([C:13]2[CH:18]=[CH:17][CH:16]=[C:15]([C:19]3[CH:24]=[CH:23][CH:22]=[C:21]([C:25]([F:28])([F:26])[F:27])[N:20]=3)[CH:14]=2)[CH:6]=1)([O-:12])=[O:11]. Given the reactants C[O:2][C:3]1[CH:4]=[C:5]([C:13]2[CH:18]=[CH:17][CH:16]=[C:15]([C:19]3[CH:24]=[CH:23][CH:22]=[C:21]([C:25]([F:28])([F:27])[F:26])[N:20]=3)[CH:14]=2)[CH:6]=[C:7]([N+:10]([O-:12])=[O:11])[C:8]=1[OH:9].[Cl-].[Al+3].[Cl-].[Cl-].N1C=CC=CC=1.Cl, predict the reaction product. (7) Given the reactants [Cl:1][C:2]1[C:3]([C:32]2[C:40]3[C:35](=[CH:36][CH:37]=[CH:38][CH:39]=3)[NH:34][CH:33]=2)=[N:4][C:5]([NH:8][C@@H:9]2[CH2:14][CH2:13][CH2:12][C@H:11]([NH:15][C:16]([C:18]3[CH:23]=[CH:22][C:21]([NH:24]C(=O)OC(C)(C)C)=[CH:20][CH:19]=3)=[O:17])[CH2:10]2)=[N:6][CH:7]=1.C(O)(C(F)(F)F)=O, predict the reaction product. The product is: [NH2:24][C:21]1[CH:22]=[CH:23][C:18]([C:16]([NH:15][C@H:11]2[CH2:12][CH2:13][CH2:14][C@@H:9]([NH:8][C:5]3[N:4]=[C:3]([C:32]4[C:40]5[C:35](=[CH:36][CH:37]=[CH:38][CH:39]=5)[NH:34][CH:33]=4)[C:2]([Cl:1])=[CH:7][N:6]=3)[CH2:10]2)=[O:17])=[CH:19][CH:20]=1. (8) Given the reactants [CH:1]([C:3]1[C:8](=[O:9])[N:7]2[CH:10]=[CH:11][C:12]([CH2:14][CH2:15][C:16]3[S:17][CH:18]=[C:19]([CH:21]([CH3:23])[CH3:22])[N:20]=3)=[CH:13][C:6]2=[N:5][C:4]=1[N:24]1[CH2:29][CH2:28][CH2:27][CH:26]([C:30]([O-])=[O:31])[CH2:25]1)=O.FC(F)(F)COP([CH2:45][C:46]([O:48][CH3:49])=[O:47])(=O)OCC(F)(F)F.C1CCN2C(=NCCC2)CC1.[Cl-].[Li+], predict the reaction product. The product is: [CH:30]([CH:26]1[CH2:27][CH2:28][CH2:29][N:24]([C:4]2[N:5]=[C:6]3[CH:13]=[C:12]([CH2:14][CH2:15][C:16]4[S:17][CH:18]=[C:19]([CH:21]([CH3:22])[CH3:23])[N:20]=4)[CH:11]=[CH:10][N:7]3[C:8](=[O:9])[C:3]=2/[CH:1]=[CH:45]/[C:46]([O:48][CH3:49])=[O:47])[CH2:25]1)=[O:31]. (9) Given the reactants [CH3:1][O:2][C:3](=[O:38])[CH2:4][O:5][CH2:6][CH2:7][CH2:8][O:9][CH2:10][CH2:11][NH:12][C:13]1[CH:18]=[CH:17][CH:16]=[CH:15][C:14]=1[S:19](=[O:37])(=[O:36])[NH:20][C:21]([C@@:23]1([NH:28]C(OC(C)(C)C)=O)[CH2:25][C@H:24]1[CH:26]=[CH2:27])=[O:22].C(O)(C(F)(F)F)=O, predict the reaction product. The product is: [CH3:1][O:2][C:3](=[O:38])[CH2:4][O:5][CH2:6][CH2:7][CH2:8][O:9][CH2:10][CH2:11][NH:12][C:13]1[CH:18]=[CH:17][CH:16]=[CH:15][C:14]=1[S:19](=[O:36])(=[O:37])[NH:20][C:21]([C@@:23]1([NH2:28])[CH2:25][C@H:24]1[CH:26]=[CH2:27])=[O:22].